This data is from Forward reaction prediction with 1.9M reactions from USPTO patents (1976-2016). The task is: Predict the product of the given reaction. Given the reactants Br[C:2]1[CH:24]=[CH:23][C:5]2[NH:6][C:7]([CH:9]3[CH2:14][CH2:13][N:12]([C:15]4[N:20]=[CH:19][C:18]([CH2:21][CH3:22])=[CH:17][N:16]=4)[CH2:11][CH2:10]3)=[N:8][C:4]=2[CH:3]=1.[F:25][C:26]1[CH:31]=[C:30]([S:32]([CH3:35])(=[O:34])=[O:33])[CH:29]=[CH:28][C:27]=1B1OC(C)(C)C(C)(C)O1, predict the reaction product. The product is: [CH2:21]([C:18]1[CH:17]=[N:16][C:15]([N:12]2[CH2:13][CH2:14][CH:9]([C:7]3[NH:6][C:5]4[CH:23]=[CH:24][C:2]([C:27]5[CH:28]=[CH:29][C:30]([S:32]([CH3:35])(=[O:34])=[O:33])=[CH:31][C:26]=5[F:25])=[CH:3][C:4]=4[N:8]=3)[CH2:10][CH2:11]2)=[N:20][CH:19]=1)[CH3:22].